From a dataset of Reaction yield outcomes from USPTO patents with 853,638 reactions. Predict the reaction yield, written as a fraction of the theoretical maximum amount of product (1.0 means a 100% yield; for example, 0.34 means a 34% yield). (1) The reactants are Br[C:2]1[C:7](=[O:8])[N:6]([CH2:9][C:10]2[CH:15]=[CH:14][C:13]([C:16]3[C:17]([C:22]#[N:23])=[CH:18][CH:19]=[CH:20][CH:21]=3)=[CH:12][CH:11]=2)[C:5]([CH2:24][CH2:25][CH3:26])=[N:4][C:3]=1[CH2:27][CH3:28].[F:29][C:30]1[CH:35]=[CH:34][C:33]([F:36])=[CH:32][C:31]=1[OH:37].[OH-].[K+].CS(C)=O. The catalyst is C(OCC)(=O)C. The product is [F:29][C:30]1[CH:35]=[CH:34][C:33]([F:36])=[CH:32][C:31]=1[O:37][C:2]1[C:7](=[O:8])[N:6]([CH2:9][C:10]2[CH:15]=[CH:14][C:13]([C:16]3[C:17]([C:22]#[N:23])=[CH:18][CH:19]=[CH:20][CH:21]=3)=[CH:12][CH:11]=2)[C:5]([CH2:24][CH2:25][CH3:26])=[N:4][C:3]=1[CH2:27][CH3:28]. The yield is 0.520. (2) The reactants are [CH3:1][C:2]([CH3:8])([CH3:7])[CH2:3][C:4](Cl)=[O:5].C(N(CC)CC)C.[Br:16][C:17]1[CH:22]=[C:21]([CH3:23])[C:20]([NH2:24])=[C:19]([CH3:25])[CH:18]=1.O. The catalyst is C(#N)C. The product is [Br:16][C:17]1[CH:22]=[C:21]([CH3:23])[C:20]([NH:24][C:4](=[O:5])[CH2:3][C:2]([CH3:8])([CH3:7])[CH3:1])=[C:19]([CH3:25])[CH:18]=1. The yield is 1.00.